From a dataset of CYP2C9 inhibition data for predicting drug metabolism from PubChem BioAssay. Regression/Classification. Given a drug SMILES string, predict its absorption, distribution, metabolism, or excretion properties. Task type varies by dataset: regression for continuous measurements (e.g., permeability, clearance, half-life) or binary classification for categorical outcomes (e.g., BBB penetration, CYP inhibition). Dataset: cyp2c9_veith. (1) The compound is Cn1c(=O)c2[nH]cnc2n(C)c1=O.O. The result is 0 (non-inhibitor). (2) The compound is CCCCCCCCC(=O)NCc1cc(OC)c(O)cc1I. The result is 0 (non-inhibitor).